This data is from Peptide-MHC class I binding affinity with 185,985 pairs from IEDB/IMGT. The task is: Regression. Given a peptide amino acid sequence and an MHC pseudo amino acid sequence, predict their binding affinity value. This is MHC class I binding data. (1) The peptide sequence is YADHGANQL. The MHC is HLA-A02:01 with pseudo-sequence HLA-A02:01. The binding affinity (normalized) is 0.611. (2) The peptide sequence is YAYNSSLLY. The MHC is HLA-C04:01 with pseudo-sequence HLA-C04:01. The binding affinity (normalized) is 0.0847.